Task: Predict the reactants needed to synthesize the given product.. Dataset: Full USPTO retrosynthesis dataset with 1.9M reactions from patents (1976-2016) (1) The reactants are: [O:1]([C:8]1[CH:13]=[CH:12][C:11]([C:14]2[N:22]=[C:21]([N:23]3[CH2:28][CH2:27][NH:26][CH2:25][CH2:24]3)[CH:20]=[CH:19][C:15]=2[C:16]([NH2:18])=[O:17])=[CH:10][CH:9]=1)[C:2]1[CH:7]=[CH:6][CH:5]=[CH:4][CH:3]=1.[O:29](C1C=CC(C2C(C(N)=O)=CN=C(C3CCNC3)N=2)=CC=1)[C:30]1C=CC=C[CH:31]=1.CN(C(ON1N=NC2C=CC=NC1=2)=[N+](C)C)C.F[P-](F)(F)(F)(F)F.C[CH2:81][N:82]([CH:86](C)C)[CH:83]([CH3:85])C. Given the product [CH3:86][N:82]([CH3:81])[CH2:83]/[CH:85]=[CH:31]/[C:30]([N:26]1[CH2:27][CH2:28][N:23]([C:21]2[CH:20]=[CH:19][C:15]([C:16]([NH2:18])=[O:17])=[C:14]([C:11]3[CH:10]=[CH:9][C:8]([O:1][C:2]4[CH:3]=[CH:4][CH:5]=[CH:6][CH:7]=4)=[CH:13][CH:12]=3)[N:22]=2)[CH2:24][CH2:25]1)=[O:29], predict the reactants needed to synthesize it. (2) Given the product [Cl:1][C:22]1[N:6]=[CH:9][C:10]([C:11]2[CH:12]=[CH:13][N:18]=[C:16]([NH:15][C:12]3[CH:11]=[CH:10][C:9]([N:6]4[CH2:7][CH2:8][N:3]([CH3:2])[CH2:4][CH2:5]4)=[CH:14][CH:13]=3)[N:17]=2)=[CH:23][CH:21]=1, predict the reactants needed to synthesize it. The reactants are: [ClH:1].[CH3:2][N:3]1[CH2:8][CH2:7][N:6]([C:9]2[CH:14]=[CH:13][C:12]([NH:15][C:16]([NH2:18])=[NH:17])=[CH:11][CH:10]=2)[CH2:5][CH2:4]1.[OH-].[Na+].[CH:21](O)([CH3:23])[CH3:22]. (3) Given the product [CH3:3][CH:2]([CH3:4])[C:1]([O:7][C:8]1[CH:13]=[CH:12][C:11]([P:14]([O:25][CH2:26][CH3:27])([CH2:16][P:17]([O:22][CH2:23][CH3:24])([O:19][CH2:20][CH3:21])=[O:18])=[O:15])=[CH:10][C:9]=1[C:28]([CH3:41])([CH3:40])[CH2:29][C:30]([O:32][CH2:33][C:34]1[CH:39]=[CH:38][CH:37]=[CH:36][CH:35]=1)=[O:31])=[O:5], predict the reactants needed to synthesize it. The reactants are: [C:1](Cl)(=[O:5])[CH:2]([CH3:4])[CH3:3].[OH:7][C:8]1[CH:13]=[CH:12][C:11]([P:14]([O:25][CH2:26][CH3:27])([CH2:16][P:17]([O:22][CH2:23][CH3:24])([O:19][CH2:20][CH3:21])=[O:18])=[O:15])=[CH:10][C:9]=1[C:28]([CH3:41])([CH3:40])[CH2:29][C:30]([O:32][CH2:33][C:34]1[CH:39]=[CH:38][CH:37]=[CH:36][CH:35]=1)=[O:31].CCOC(C)=O. (4) Given the product [CH2:16]([O:15][C@@H:14]1[C@@H:13]([O:23][CH2:24][C:25]2[CH:26]=[CH:27][CH:28]=[CH:29][CH:30]=2)[C@H:12]([O:31][CH2:32][C:33]2[CH:34]=[CH:35][CH:36]=[CH:37][CH:38]=2)[C@@H:11]([CH2:39][O:40][CH2:41][C:42]2[CH:47]=[CH:46][CH:45]=[CH:44][CH:43]=2)[O:10][C@@:9]21[CH2:48][CH2:49][CH2:50][O:51][C:6]1[CH:7]=[C:2]([Cl:1])[C:3]([CH2:52][C:53]3[CH:58]=[CH:57][C:56]([CH2:59][CH3:60])=[CH:55][CH:54]=3)=[CH:4][C:5]2=1)[C:17]1[CH:22]=[CH:21][CH:20]=[CH:19][CH:18]=1, predict the reactants needed to synthesize it. The reactants are: [Cl:1][C:2]1[C:3]([CH2:52][C:53]2[CH:58]=[CH:57][C:56]([CH2:59][CH3:60])=[CH:55][CH:54]=2)=[CH:4][C:5]([C@@:9]2([CH2:48][CH2:49][CH2:50][OH:51])[C@H:14]([O:15][CH2:16][C:17]3[CH:22]=[CH:21][CH:20]=[CH:19][CH:18]=3)[C@@H:13]([O:23][CH2:24][C:25]3[CH:30]=[CH:29][CH:28]=[CH:27][CH:26]=3)[C@H:12]([O:31][CH2:32][C:33]3[CH:38]=[CH:37][CH:36]=[CH:35][CH:34]=3)[C@@H:11]([CH2:39][O:40][CH2:41][C:42]3[CH:47]=[CH:46][CH:45]=[CH:44][CH:43]=3)[O:10]2)=[C:6](O)[CH:7]=1.N1C=CC=CC=1.CS(OS(C)(=O)=O)(=O)=O.C(=O)([O-])[O-].[K+].[K+]. (5) Given the product [NH2:18][C:11]1[CH:12]=[C:13]2[C:8](=[CH:9][CH:10]=1)[CH:7]1[CH2:17][CH2:16][CH:14]2[CH2:15][N:5]([C:3](=[O:4])[C:2]([F:22])([F:1])[F:21])[CH2:6]1, predict the reactants needed to synthesize it. The reactants are: [F:1][C:2]([F:22])([F:21])[C:3]([N:5]1[CH2:15][CH:14]2[CH2:16][CH2:17][CH:7]([C:8]3[C:13]2=[CH:12][C:11]([N+:18]([O-])=O)=[CH:10][CH:9]=3)[CH2:6]1)=[O:4]. (6) Given the product [O:1]=[C:2]1[CH2:7][C@@H:6]([C:8]2[CH:9]=[CH:10][CH:11]=[CH:12][CH:13]=2)[O:5][C@@H:4]([C:14]2[CH:15]=[CH:16][C:17]([C:18]([O:20][CH3:21])=[O:19])=[CH:22][CH:23]=2)[CH2:3]1, predict the reactants needed to synthesize it. The reactants are: [OH:1][CH:2]1[CH2:7][C@@H:6]([C:8]2[CH:13]=[CH:12][CH:11]=[CH:10][CH:9]=2)[O:5][C@@H:4]([C:14]2[CH:23]=[CH:22][C:17]([C:18]([O:20][CH3:21])=[O:19])=[CH:16][CH:15]=2)[CH2:3]1.[Cr](Cl)([O-])(=O)=O.[NH+]1C=CC=CC=1. (7) The reactants are: [CH3:1][N:2]([CH2:4][C:5]1[CH:12]=[CH:11][C:8]([CH2:9][NH2:10])=[CH:7][CH:6]=1)[CH3:3].[C:13]([C:15]1[CH:16]=[C:17]([CH:21]=[CH:22][CH:23]=1)[C:18](Cl)=[O:19])#[N:14].C(N(CC)CC)C. Given the product [C:13]([C:15]1[CH:16]=[C:17]([CH:21]=[CH:22][CH:23]=1)[C:18]([NH:10][CH2:9][C:8]1[CH:7]=[CH:6][C:5]([CH2:4][N:2]([CH3:1])[CH3:3])=[CH:12][CH:11]=1)=[O:19])#[N:14], predict the reactants needed to synthesize it.